The task is: Predict the product of the given reaction.. This data is from Forward reaction prediction with 1.9M reactions from USPTO patents (1976-2016). (1) Given the reactants C([O:3][C:4]([C:6]1[NH:7][C:8]2[C:13]([CH:14]=1)=[CH:12][CH:11]=[C:10](Br)[CH:9]=2)=[O:5])C.[CH2:16]1[O:24][C:23]2[CH:22]=[CH:21][C:20](B(O)O)=[CH:19][C:18]=2[O:17]1.[C:28]([C:30]1[CH:31]=[C:32]([CH:35]=[CH:36][CH:37]=1)[CH2:33]Cl)#[N:29].[C:38]([NH2:48])(=[O:47])[CH:39]=[CH:40][C:41]1[CH:46]=[CH:45][CH:44]=[CH:43][CH:42]=1, predict the reaction product. The product is: [C:28]([C:30]1[CH:31]=[C:32]([CH:35]=[CH:36][CH:37]=1)[CH2:33][N:7]1[C:8]2[C:13](=[CH:12][CH:11]=[C:10]([C:21]3[CH:20]=[CH:19][C:18]4[O:17][CH2:16][O:24][C:23]=4[CH:22]=3)[CH:9]=2)[C:14]([NH:48][C:38](=[O:47])[CH:39]=[CH:40][C:41]2[CH:46]=[CH:45][CH:44]=[CH:43][CH:42]=2)=[C:6]1[C:4]([OH:3])=[O:5])#[N:29]. (2) Given the reactants [OH:1][C:2]1[C:7](=[O:8])[CH:6]=[CH:5][O:4][C:3]=1[CH3:9].[C:10]1([CH3:20])[CH:15]=[CH:14][C:13]([S:16](Cl)(=[O:18])=[O:17])=[CH:12][CH:11]=1, predict the reaction product. The product is: [CH3:20][C:10]1[CH:15]=[CH:14][C:13]([S:16]([O:1][C:2]2[C:7](=[O:8])[CH:6]=[CH:5][O:4][C:3]=2[CH3:9])(=[O:18])=[O:17])=[CH:12][CH:11]=1. (3) Given the reactants [C:1]([O:5][C:6]([N:8]1[CH2:13][CH2:12][NH:11][CH2:10][CH2:9]1)=[O:7])([CH3:4])([CH3:3])[CH3:2].[C:14]1(=O)[CH2:17][CH2:16][CH2:15]1.C(O)(=O)C.C([BH3-])#N.[Na+], predict the reaction product. The product is: [C:1]([O:5][C:6]([N:8]1[CH2:13][CH2:12][N:11]([CH:14]2[CH2:17][CH2:16][CH2:15]2)[CH2:10][CH2:9]1)=[O:7])([CH3:4])([CH3:2])[CH3:3]. (4) Given the reactants [O:1]1[CH2:6][CH2:5][CH2:4][CH2:3][CH:2]1[N:7]1[CH:15]=[C:14]2[C:9]([CH:10]=[CH:11][CH:12]=[C:13]2[NH2:16])=[N:8]1.F[C:18]1[C:23]([C:24]2[N:32]=[CH:31][N:30]=[C:29]3[C:25]=2[N:26]=[CH:27][N:28]3[CH:33]2[CH2:38][CH2:37][CH2:36][CH2:35][O:34]2)=[CH:22][CH:21]=[CH:20][N:19]=1.[Li+].C[Si]([N-][Si](C)(C)C)(C)C, predict the reaction product. The product is: [O:1]1[CH2:6][CH2:5][CH2:4][CH2:3][CH:2]1[N:7]1[CH:15]=[C:14]2[C:9]([CH:10]=[CH:11][CH:12]=[C:13]2[NH:16][C:18]2[C:23]([C:24]3[N:32]=[CH:31][N:30]=[C:29]4[C:25]=3[N:26]=[CH:27][N:28]4[CH:33]3[CH2:38][CH2:37][CH2:36][CH2:35][O:34]3)=[CH:22][CH:21]=[CH:20][N:19]=2)=[N:8]1.